Dataset: Catalyst prediction with 721,799 reactions and 888 catalyst types from USPTO. Task: Predict which catalyst facilitates the given reaction. (1) The catalyst class is: 1. Reactant: [CH3:1][O:2][C:3]1[CH:12]=[C:11]2[C:6]([C:7](S(C3C=CC=CC=3)=O)=[CH:8][CH:9]=[N:10]2)=[CH:5][CH:4]=1.C1([Mg]Cl)C=CC=CC=1.[N+:29]([C:32]1[CH:39]=[CH:38][C:35]([CH:36]=[O:37])=[CH:34][CH:33]=1)([O-:31])=[O:30]. Product: [CH3:1][O:2][C:3]1[CH:12]=[C:11]2[C:6]([C:7]([CH:36]([C:35]3[CH:34]=[CH:33][C:32]([N+:29]([O-:31])=[O:30])=[CH:39][CH:38]=3)[OH:37])=[CH:8][CH:9]=[N:10]2)=[CH:5][CH:4]=1. (2) Reactant: [C:1]([C:5]1[O:9][N:8]=[C:7]([C:10]2[CH:15]=[C:14](Cl)[C:13]([CH:17]3[CH2:19][CH2:18]3)=[CH:12][N:11]=2)[N:6]=1)([CH3:4])([CH3:3])[CH3:2].[NH:20]1[CH2:25][CH2:24][O:23][CH2:22][CH2:21]1.[F-].[Cs+].C(N(CC)CC)C. Product: [C:1]([C:5]1[O:9][N:8]=[C:7]([C:10]2[CH:15]=[C:14]([N:20]3[CH2:25][CH2:24][O:23][CH2:22][CH2:21]3)[C:13]([CH:17]3[CH2:19][CH2:18]3)=[CH:12][N:11]=2)[N:6]=1)([CH3:4])([CH3:3])[CH3:2]. The catalyst class is: 16. (3) Reactant: [OH:1][C:2]1[C:18]([O:19][CH3:20])=[CH:17][C:5]2[CH:6]=[C:7]3[C:12](=[CH:13][C:4]=2[CH:3]=1)[NH:11][CH:10]=[C:9]([C:14]#[N:15])[C:8]3=O.P(Cl)(Cl)([Cl:23])=O. Product: [Cl:23][C:8]1[C:7]2[C:12](=[CH:13][C:4]3[CH:3]=[C:2]([OH:1])[C:18]([O:19][CH3:20])=[CH:17][C:5]=3[CH:6]=2)[N:11]=[CH:10][C:9]=1[C:14]#[N:15]. The catalyst class is: 11. (4) Reactant: C[O-].[Na+].C(OC[C@]12O[C@@](C3C=CC(Cl)=C(CC4C=CC(OCC)=CC=4)C=3)(OC1)[C@H](CC([O-])=O)[C@@H](CC([O-])=O)[C@@H]2CC([O-])=O)(=O)C.C([O:49][CH2:50][C@:51]12[O:58][C@:55]([C:59]3[CH:64]=[CH:63][C:62]([Cl:65])=[C:61]([CH2:66][C:67]4[CH:72]=[CH:71][C:70]([O:73][CH2:74][CH3:75])=[CH:69][CH:68]=4)[CH:60]=3)([O:56][CH2:57]1)[C@H:54]([OH:76])[C@@H:53]([OH:77])[C@@H:52]2[OH:78])(=O)C. Product: [Cl:65][C:62]1[CH:63]=[CH:64][C:59]([C@@:55]23[O:58][C@@:51]([CH2:50][OH:49])([CH2:57][O:56]2)[C@@H:52]([OH:78])[C@H:53]([OH:77])[C@H:54]3[OH:76])=[CH:60][C:61]=1[CH2:66][C:67]1[CH:68]=[CH:69][C:70]([O:73][CH2:74][CH3:75])=[CH:71][CH:72]=1. The catalyst class is: 5.